Task: Predict the product of the given reaction.. Dataset: Forward reaction prediction with 1.9M reactions from USPTO patents (1976-2016) (1) The product is: [C:11]([OH:20])(=[O:19])[CH:12]([CH:14]([C:16]([OH:18])=[O:17])[OH:15])[OH:13]. Given the reactants C[C@@H]1OC(=O)[C@H](C)OC1=O.[C:11]([OH:20])(=[O:19])[C@@H:12]([C@H:14]([C:16]([OH:18])=[O:17])[OH:15])[OH:13], predict the reaction product. (2) Given the reactants [CH3:1][O:2][C:3]1[C:4](=[O:34])[C:5]([CH3:33])=[C:6]([CH2:12][C:13]2[CH:14]=[CH:15][C:16]([O:29]C(=O)C)=[C:17]([CH:28]=2)[C:18]([NH:20][C:21]2[CH:26]=[CH:25][C:24]([F:27])=[CH:23][CH:22]=2)=[O:19])[C:7](=[O:11])[C:8]=1[O:9][CH3:10].C(=O)([O-])O.[Na+], predict the reaction product. The product is: [CH3:1][O:2][C:3]1[C:4](=[O:34])[C:5]([CH3:33])=[C:6]([CH2:12][C:13]2[CH:14]=[CH:15][C:16]([OH:29])=[C:17]([CH:28]=2)[C:18]([NH:20][C:21]2[CH:26]=[CH:25][C:24]([F:27])=[CH:23][CH:22]=2)=[O:19])[C:7](=[O:11])[C:8]=1[O:9][CH3:10]. (3) Given the reactants [N+:1]([CH:4]1[CH2:16][O:15][C:14]2[CH:13]=[CH:12][C:11]3[CH2:10][NH:9][C:8](=[O:17])[C:7]=3[C:6]=2[CH2:5]1)([O-])=O.C1COCC1.O.NN, predict the reaction product. The product is: [NH2:1][CH:4]1[CH2:16][O:15][C:14]2[CH:13]=[CH:12][C:11]3[CH2:10][NH:9][C:8](=[O:17])[C:7]=3[C:6]=2[CH2:5]1. (4) Given the reactants [OH:1][C:2]1[C:11]2[C:6](=[CH:7][C:8]([CH3:12])=[CH:9][CH:10]=2)[N:5]=[C:4]([C:13]([OH:15])=O)[CH:3]=1.[CH2:16]([O:20][C:21]([N:23]1[CH2:28][CH2:27][N:26]([C:29](=[O:41])[C@@H:30]([NH2:40])[CH2:31][CH2:32][C:33]([O:35][C:36]([CH3:39])([CH3:38])[CH3:37])=[O:34])[CH2:25][CH2:24]1)=[O:22])[CH2:17][CH2:18][CH3:19].C1C=CC2N(O)N=NC=2C=1.C(Cl)CCl, predict the reaction product. The product is: [CH2:16]([O:20][C:21]([N:23]1[CH2:28][CH2:27][N:26]([C:29](=[O:41])[C@@H:30]([NH:40][C:13]([C:4]2[CH:3]=[C:2]([OH:1])[C:11]3[C:6](=[CH:7][C:8]([CH3:12])=[CH:9][CH:10]=3)[N:5]=2)=[O:15])[CH2:31][CH2:32][C:33]([O:35][C:36]([CH3:39])([CH3:38])[CH3:37])=[O:34])[CH2:25][CH2:24]1)=[O:22])[CH2:17][CH2:18][CH3:19]. (5) Given the reactants [CH3:1][C:2]1[C:3]([N+:9]([O-:11])=[O:10])=[C:4](F)[CH:5]=[CH:6][CH:7]=1.[NH2:12][CH2:13][C@@H:14]1[CH2:18][CH2:17][N:16]([C:19]([O:21][C:22]([CH3:25])([CH3:24])[CH3:23])=[O:20])[CH2:15]1.CCN(C(C)C)C(C)C, predict the reaction product. The product is: [CH3:1][C:2]1[C:3]([N+:9]([O-:11])=[O:10])=[C:4]([NH:12][CH2:13][C@@H:14]2[CH2:18][CH2:17][N:16]([C:19]([O:21][C:22]([CH3:25])([CH3:24])[CH3:23])=[O:20])[CH2:15]2)[CH:5]=[CH:6][CH:7]=1.